This data is from Full USPTO retrosynthesis dataset with 1.9M reactions from patents (1976-2016). The task is: Predict the reactants needed to synthesize the given product. (1) Given the product [CH2:10]([O:9][C:1](=[O:8])[CH:2]([C:15]1[CH:16]=[C:17]([O:30][CH2:31][C:32]([F:34])([F:35])[F:33])[C:18]([N+:27]([O-:29])=[O:28])=[C:19]([O:21][CH2:22][C:23]([F:24])([F:26])[F:25])[CH:20]=1)[C:3]([O:5][CH2:6][CH3:7])=[O:4])[CH3:11], predict the reactants needed to synthesize it. The reactants are: [C:1]([O:9][CH2:10][CH3:11])(=[O:8])[CH2:2][C:3]([O:5][CH2:6][CH3:7])=[O:4].[H-].[Na+].F[C:15]1[CH:16]=[C:17]([O:30][CH2:31][C:32]([F:35])([F:34])[F:33])[C:18]([N+:27]([O-:29])=[O:28])=[C:19]([O:21][CH2:22][C:23]([F:26])([F:25])[F:24])[CH:20]=1.O. (2) Given the product [Br:1][C:2]1[CH:3]=[CH:4][C:5]([N+:19]([O-:21])=[O:20])=[C:6]([CH2:8][C:9]([C:11]2[C:16]([F:17])=[CH:15][CH:14]=[CH:13][C:12]=2[Cl:18])=[O:10])[CH:7]=1, predict the reactants needed to synthesize it. The reactants are: [Br:1][C:2]1[CH:3]=[CH:4][C:5]([N+:19]([O-:21])=[O:20])=[C:6]([CH2:8][CH:9]([C:11]2[C:16]([F:17])=[CH:15][CH:14]=[CH:13][C:12]=2[Cl:18])[OH:10])[CH:7]=1.CC(OI1(OC(C)=O)(OC(C)=O)OC(=O)C2C=CC=CC1=2)=O. (3) Given the product [Br:14][CH2:2][C:1]([C:4]1[CH:13]=[CH:12][C:7]([C:8]([O:10][CH3:11])=[O:9])=[CH:6][CH:5]=1)=[O:3], predict the reactants needed to synthesize it. The reactants are: [C:1]([C:4]1[CH:13]=[CH:12][C:7]([C:8]([O:10][CH3:11])=[O:9])=[CH:6][CH:5]=1)(=[O:3])[CH3:2].[Br:14]Br.CO.O. (4) Given the product [C:3]1([P:2]([C:3]2[CH:8]=[CH:7][CH:6]=[CH:5][CH:4]=2)[C:9]2[CH:14]=[CH:13][CH:12]=[CH:11][CH:10]=2)[CH:8]=[CH:7][CH:6]=[CH:5][CH:4]=1, predict the reactants needed to synthesize it. The reactants are: Cl[P:2]([C:9]1[CH:14]=[CH:13][CH:12]=[CH:11][CH:10]=1)[C:3]1[CH:8]=[CH:7][CH:6]=[CH:5][CH:4]=1. (5) Given the product [CH2:1]([O:3][C:4]([C:6]1[N:7]([CH3:29])[CH:8]=[C:9]([C:25]#[N:26])[C:10]=1[C:11]1[CH:12]=[CH:13][C:14]([C:31]2[CH:39]=[CH:38][CH:37]=[C:36]3[C:32]=2[CH:33]=[CH:34][NH:35]3)=[CH:15][CH:16]=1)=[O:5])[CH3:2], predict the reactants needed to synthesize it. The reactants are: [CH2:1]([O:3][C:4]([C:6]1[N:7]([CH3:29])[C:8](CC)=[C:9]([C:25]#[N:26])[C:10]=1[C:11]1[CH:16]=[CH:15][C:14](OS(C(F)(F)F)(=O)=O)=[CH:13][CH:12]=1)=[O:5])[CH3:2].Br[C:31]1[CH:39]=[CH:38][CH:37]=[C:36]2[C:32]=1[CH:33]=[CH:34][NH:35]2. (6) Given the product [NH2:27][C@@H:24]1[CH2:25][CH2:26][N:22]([C:3]2[C:2]([C:39]3[CH:40]=[N:35][CH:36]=[N:37][CH:38]=3)=[CH:7][C:6]([C:8]([NH:9][C:10]3[CH:11]=[CH:12][C:13]([O:16][C:17]([F:18])([F:20])[F:19])=[CH:14][CH:15]=3)=[O:21])=[CH:5][N:4]=2)[CH2:23]1, predict the reactants needed to synthesize it. The reactants are: Br[C:2]1[C:3]([N:22]2[CH2:26][CH2:25][C@@H:24]([NH:27]C(=O)OC(C)(C)C)[CH2:23]2)=[N:4][CH:5]=[C:6]([C:8](=[O:21])[NH:9][C:10]2[CH:15]=[CH:14][C:13]([O:16][C:17]([F:20])([F:19])[F:18])=[CH:12][CH:11]=2)[CH:7]=1.[N:35]1[CH:40]=[C:39](B(O)O)[CH:38]=[N:37][CH:36]=1.C([O-])([O-])=O.[Na+].[Na+]. (7) Given the product [CH:17]1([N:16]2[C:11]3[C:10](=[O:24])[NH:9][C:8]([C:5]4[CH:6]=[CH:7][C:2]([N:28]5[CH2:34][CH2:33][CH2:32][NH:31][CH2:30][CH2:29]5)=[CH:3][C:4]=4[O:25][CH2:26][CH3:27])=[N:13][C:12]=3[C:14]([CH3:23])=[N:15]2)[CH2:22][CH2:21][CH2:20][CH2:19][CH2:18]1, predict the reactants needed to synthesize it. The reactants are: Br[C:2]1[CH:7]=[CH:6][C:5]([C:8]2[NH:9][C:10](=[O:24])[C:11]3[N:16]([CH:17]4[CH2:22][CH2:21][CH2:20][CH2:19][CH2:18]4)[N:15]=[C:14]([CH3:23])[C:12]=3[N:13]=2)=[C:4]([O:25][CH2:26][CH3:27])[CH:3]=1.[NH:28]1[CH2:34][CH2:33][CH2:32][NH:31][CH2:30][CH2:29]1.